Dataset: Reaction yield outcomes from USPTO patents with 853,638 reactions. Task: Predict the reaction yield, written as a fraction of the theoretical maximum amount of product (1.0 means a 100% yield; for example, 0.34 means a 34% yield). (1) The reactants are [CH3:1][C:2]1[CH:11]=[CH:10][CH:9]=[C:8]2[C:3]=1[C:4](=[O:46])[N:5]([C:32]1[CH:33]=[C:34](OS(C(F)(F)F)(=O)=O)[CH:35]=[CH:36][CH:37]=1)[C:6]([CH:12]([NH:14][C:15]1[N:23]=[CH:22][N:21]=[C:20]3[C:16]=1[N:17]=[CH:18][N:19]3[CH2:24][O:25][CH2:26][CH2:27][Si:28]([CH3:31])([CH3:30])[CH3:29])[CH3:13])=[N:7]2.C(N(CC)CC)C.[CH3:54][Si:55]([C:58]#[CH:59])([CH3:57])[CH3:56]. The catalyst is Cl[Pd](Cl)([P](C1C=CC=CC=1)(C1C=CC=CC=1)C1C=CC=CC=1)[P](C1C=CC=CC=1)(C1C=CC=CC=1)C1C=CC=CC=1.CN(C=O)C. The product is [CH3:1][C:2]1[CH:11]=[CH:10][CH:9]=[C:8]2[C:3]=1[C:4](=[O:46])[N:5]([C:32]1[CH:37]=[CH:36][CH:35]=[C:34]([C:59]#[C:58][Si:55]([CH3:57])([CH3:56])[CH3:54])[CH:33]=1)[C:6]([CH:12]([NH:14][C:15]1[N:23]=[CH:22][N:21]=[C:20]3[C:16]=1[N:17]=[CH:18][N:19]3[CH2:24][O:25][CH2:26][CH2:27][Si:28]([CH3:29])([CH3:31])[CH3:30])[CH3:13])=[N:7]2. The yield is 0.630. (2) The reactants are [NH2:1][C:2]1[CH:3]=[C:4]([CH:7]=[CH:8][C:9]=1[NH2:10])[C:5]#[N:6].[CH:11](O)=O. No catalyst specified. The product is [NH:10]1[C:9]2[CH:8]=[CH:7][C:4]([C:5]#[N:6])=[CH:3][C:2]=2[N:1]=[CH:11]1. The yield is 0.980.